This data is from Full USPTO retrosynthesis dataset with 1.9M reactions from patents (1976-2016). The task is: Predict the reactants needed to synthesize the given product. (1) The reactants are: [CH:1]1([CH2:7][CH:8]([CH2:12][C:13]([N:15]2[CH2:20][CH2:19][O:18][CH2:17][CH2:16]2)=[O:14])[C:9]([OH:11])=O)[CH2:6][CH2:5][CH2:4][CH2:3][CH2:2]1.OC(C(F)(F)F)=O.[NH2:28][CH:29]([CH2:43][CH3:44])[CH:30]([C:32]1[O:33][C:34]([C:37]2[CH:42]=[CH:41]C=CC=2)=N[N:36]=1)[OH:31].C1C=CC2N(O)N=[N:51][C:49]=2C=1.C(Cl)CCl.CN1CCOCC1. Given the product [CH:1]1([CH2:7][CH:8]([CH2:12][C:13]([N:15]2[CH2:20][CH2:19][O:18][CH2:17][CH2:16]2)=[O:14])[C:9]([NH:28][CH:29]([CH:30]([OH:31])[C:32]2[O:33][C:34]3[C:49]([N:36]=2)=[N:51][CH:41]=[CH:42][CH:37]=3)[CH2:43][CH3:44])=[O:11])[CH2:2][CH2:3][CH2:4][CH2:5][CH2:6]1, predict the reactants needed to synthesize it. (2) Given the product [CH2:30]([O:29][C:11]1[CH:10]=[C:9]([CH:14]=[CH:13][C:12]=1[N:15]1[CH2:16][C:17](=[O:28])[N:18]([CH2:22][CH2:23][Si:24]([CH3:26])([CH3:27])[CH3:25])[S:19]1(=[O:21])=[O:20])[CH2:8][C@@H:3]1[CH2:4][CH2:5][CH2:6][CH2:7][C@H:2]1[NH:1][S:47]([CH3:46])(=[O:49])=[O:48])[C:31]1[CH:32]=[CH:33][CH:34]=[CH:35][CH:36]=1, predict the reactants needed to synthesize it. The reactants are: [NH2:1][C@@H:2]1[CH2:7][CH2:6][CH2:5][CH2:4][C@H:3]1[CH2:8][C:9]1[CH:14]=[CH:13][C:12]([N:15]2[S:19](=[O:21])(=[O:20])[N:18]([CH2:22][CH2:23][Si:24]([CH3:27])([CH3:26])[CH3:25])[C:17](=[O:28])[CH2:16]2)=[C:11]([O:29][CH2:30][C:31]2[CH:36]=[CH:35][CH:34]=[CH:33][CH:32]=2)[CH:10]=1.C(N(C(C)C)CC)(C)C.[CH3:46][S:47](Cl)(=[O:49])=[O:48].Cl. (3) Given the product [Cl:1][C:2]1[CH:7]=[CH:6][C:5]([C:36]2[CH:35]=[CH:34][C:33]([CH:32]([NH:37][C:25](=[O:27])[CH2:24][NH:23][C:22]([NH:21][CH2:20][CH2:19][CH2:18][NH:17][C:12]3[CH:13]=[CH:14][CH:15]=[CH:16][N:11]=3)=[O:28])[CH2:56][C:57]([OH:59])=[O:58])=[CH:47][CH:46]=2)=[CH:4][CH:3]=1, predict the reactants needed to synthesize it. The reactants are: [Cl:1][C:2]1[CH:7]=[CH:6][C:5](B(O)O)=[CH:4][CH:3]=1.[N:11]1[CH:16]=[CH:15][CH:14]=[CH:13][C:12]=1[NH:17][CH2:18][CH2:19][CH2:20][NH:21][C:22](=[O:28])[NH:23][CH2:24][C:25]([OH:27])=O.Cl.Cl.N1[CH:36]=[CH:35][CH:34]=[CH:33][C:32]=1[NH:37]CCCN.ClC(O[C:46]1C=CC([N+]([O-])=O)=C[CH:47]=1)=O.N[CH2:56][C:57]([O:59]C(C)(C)C)=[O:58]. (4) Given the product [F:27][C:28]1[CH:40]=[C:39]([N:24]2[CH:25]=[C:20]([CH3:19])[CH:21]=[CH:22][C:23]2=[O:26])[CH:38]=[CH:37][C:29]=1[CH2:30][N:31]1[CH2:32][CH2:33][O:34][CH2:35][CH2:36]1, predict the reactants needed to synthesize it. The reactants are: C([O-])([O-])=O.[Cs+].[Cs+].O=C1CCCCC1C(OCC)=O.[CH3:19][C:20]1[CH:21]=[CH:22][C:23](=[O:26])[NH:24][CH:25]=1.[F:27][C:28]1[CH:40]=[C:39](I)[CH:38]=[CH:37][C:29]=1[CH2:30][N:31]1[CH2:36][CH2:35][O:34][CH2:33][CH2:32]1. (5) Given the product [CH3:20][C:18]1([CH3:19])[N:3]([C:31](=[O:40])[CH2:32][CH2:33][C:34]2[CH:39]=[CH:38][CH:37]=[CH:36][CH:35]=2)[C@H:4]2[C:12]3[CH:11]=[CH:10][CH:9]=[CH:8][C:7]=3[CH2:6][C@H:5]2[O:13]1, predict the reactants needed to synthesize it. The reactants are: [OH-].[Li+].[NH2:3][C@@H:4]1[C:12]2[C:7](=[CH:8][CH:9]=[CH:10][CH:11]=2)[CH2:6][C@@H:5]1[OH:13].[F-].[K+].CO[C:18]([CH3:20])=[CH2:19].C(Cl)CCC1C=CC=CC=1.[C:31](Cl)(=[O:40])[CH2:32][CH2:33][C:34]1[CH:39]=[CH:38][CH:37]=[CH:36][CH:35]=1.[CH2-]C(C)=O. (6) Given the product [O:17]=[C:16]1[NH:1][C:2]2[CH:3]=[C:4]([C:5]#[N:6])[CH:7]=[CH:8][C:9]=2[O:10]1, predict the reactants needed to synthesize it. The reactants are: [NH2:1][C:2]1[CH:3]=[C:4]([CH:7]=[CH:8][C:9]=1[OH:10])[C:5]#[N:6].C1N=CN([C:16](N2C=NC=C2)=[O:17])C=1. (7) Given the product [F:1][C:2]1[CH:9]=[CH:8][C:7]([O:10][CH3:11])=[CH:6][C:3]=1[CH:4]=[CH:15][N+:12]([O-:14])=[O:13], predict the reactants needed to synthesize it. The reactants are: [F:1][C:2]1[CH:9]=[CH:8][C:7]([O:10][CH3:11])=[CH:6][C:3]=1[CH:4]=O.[N+:12]([CH3:15])([O-:14])=[O:13].[OH-].[Na+]. (8) Given the product [CH:2]([N:5]1[C:13]2[C:8](=[CH:9][CH:10]=[CH:11][CH:12]=2)[C:7]([C:14](=[O:24])[C:15]([NH:17][CH:18]2[CH2:19][CH2:20][N:21]([CH2:32][CH2:33][NH:34][C:35](=[O:41])[O:36][C:37]([CH3:40])([CH3:39])[CH3:38])[CH2:22][CH2:23]2)=[O:16])=[CH:6]1)([CH3:4])[CH3:3], predict the reactants needed to synthesize it. The reactants are: Cl.[CH:2]([N:5]1[C:13]2[C:8](=[CH:9][CH:10]=[CH:11][CH:12]=2)[C:7]([C:14](=[O:24])[C:15]([NH:17][CH:18]2[CH2:23][CH2:22][NH:21][CH2:20][CH2:19]2)=[O:16])=[CH:6]1)([CH3:4])[CH3:3].C([O-])([O-])=O.[K+].[K+].Br[CH2:32][CH2:33][NH:34][C:35](=[O:41])[O:36][C:37]([CH3:40])([CH3:39])[CH3:38].